Task: Regression/Classification. Given a drug SMILES string, predict its absorption, distribution, metabolism, or excretion properties. Task type varies by dataset: regression for continuous measurements (e.g., permeability, clearance, half-life) or binary classification for categorical outcomes (e.g., BBB penetration, CYP inhibition). Dataset: cyp2d6_veith.. Dataset: CYP2D6 inhibition data for predicting drug metabolism from PubChem BioAssay (1) The molecule is CSC(N)=NCCC[C@@H](N)C(=O)O. The result is 0 (non-inhibitor). (2) The result is 0 (non-inhibitor). The drug is Nc1[nH]n2c(=O)c3c(nc2c1N=Nc1ccccc1)CCCC3.